From a dataset of Reaction yield outcomes from USPTO patents with 853,638 reactions. Predict the reaction yield, written as a fraction of the theoretical maximum amount of product (1.0 means a 100% yield; for example, 0.34 means a 34% yield). (1) The yield is 0.420. The product is [Br:25][CH2:9][C:10]1[CH:11]=[C:12]([CH:16]=[O:17])[O:13][C:14]=1[CH3:15]. The reactants are [Si](O[CH2:9][C:10]1[CH:11]=[C:12]([CH:16]=[O:17])[O:13][C:14]=1[CH3:15])(C(C)(C)C)(C)C.C1COCC1.Cl.P(Br)(Br)[Br:25]. The catalyst is O1CCOCC1.C(Cl)Cl. (2) The reactants are [CH3:1][C:2]1[C:11]([CH3:12])=[C:10]2[C:5]([CH2:6][CH2:7][C@:8]([CH2:14][CH2:15][CH2:16][C@@H:17]([CH2:19][CH2:20][CH2:21][C@@H:22]([CH2:24][CH2:25][CH2:26][CH:27]([CH3:29])[CH3:28])[CH3:23])[CH3:18])([CH3:13])[O:9]2)=[C:4]([CH3:30])[C:3]=1[OH:31].[CH3:32][CH:33]1[CH2:39][C:38](=[O:40])[O:37][C:35](=[O:36])[CH2:34]1.[Cl-].[Al+3].[Cl-].[Cl-]. The catalyst is C1CCCCC1. The product is [CH3:1][C:2]1[C:11]([CH3:12])=[C:10]2[C:5]([CH2:6][CH2:7][C@:8]([CH2:14][CH2:15][CH2:16][C@@H:17]([CH2:19][CH2:20][CH2:21][C@@H:22]([CH2:24][CH2:25][CH2:26][CH:27]([CH3:29])[CH3:28])[CH3:23])[CH3:18])([CH3:13])[O:9]2)=[C:4]([CH3:30])[C:3]=1[OH:31].[CH3:32][CH:33]([CH2:39][C:38]([OH:37])=[O:40])[CH2:34][C:35]([OH:9])=[O:36]. The yield is 0.610. (3) The catalyst is COCC(O)C.ClCCl.CO. The yield is 0.0300. The product is [Br:22][C:23]1[CH:31]=[CH:30][C:29]2[C:25](=[C:26]3[NH:32][C:6]([CH:8]4[CH2:9][CH2:10][N:11]([C:14]([O:16][C:17]([CH3:18])([CH3:19])[CH3:20])=[O:15])[CH2:12][CH2:13]4)=[CH:5][C:4](=[O:21])[N:27]3[N:28]=2)[CH:24]=1. The reactants are C(O[C:4](=[O:21])[CH2:5][C:6]([CH:8]1[CH2:13][CH2:12][N:11]([C:14]([O:16][C:17]([CH3:20])([CH3:19])[CH3:18])=[O:15])[CH2:10][CH2:9]1)=O)C.[Br:22][C:23]1[CH:24]=[C:25]2[C:29](=[CH:30][CH:31]=1)[NH:28][N:27]=[C:26]2[NH2:32].P([O-])([O-])([O-])=O.[K+].[K+].[K+]. (4) The reactants are [H-].[Na+].[NH2:3][C:4]1[N:9]=[C:8]2[N:10]([CH2:22][CH3:23])[C:11]([C:13]([N:15]([CH:19]3[CH2:21][CH2:20]3)[CH:16]3[CH2:18][CH2:17]3)=[O:14])=[CH:12][C:7]2=[C:6]2[N:24]([CH3:27])[CH:25]=[N:26][C:5]=12.[CH3:28][O:29][CH:30]([O:39][CH3:40])[C:31](=[O:38])[CH:32]=[C:33](SC)[S:34][CH3:35]. The catalyst is CN(C=O)C.C(OCC)(=O)C. The product is [CH:16]1([N:15]([CH:19]2[CH2:21][CH2:20]2)[C:13]([C:11]2[N:10]([CH2:22][CH3:23])[C:8]3=[N:9][C:4]([NH:3]/[C:33](/[S:34][CH3:35])=[CH:32]/[C:31](=[O:38])[CH:30]([O:29][CH3:28])[O:39][CH3:40])=[C:5]4[N:26]=[CH:25][N:24]([CH3:27])[C:6]4=[C:7]3[CH:12]=2)=[O:14])[CH2:18][CH2:17]1. The yield is 0.800. (5) The yield is 0.980. The reactants are [Br:1][C:2]1[CH:7]=[CH:6][C:5]([C:8]2[C:9]([C:17](O)=[O:18])=[CH:10][C:11]([N:14]([CH3:16])[CH3:15])=[CH:12][CH:13]=2)=[CH:4][CH:3]=1. The product is [Br:1][C:2]1[CH:7]=[CH:6][C:5]([C:8]2[CH:13]=[CH:12][C:11]([N:14]([CH3:15])[CH3:16])=[CH:10][C:9]=2[CH2:17][OH:18])=[CH:4][CH:3]=1. The catalyst is C1COCC1.CCOC(C)=O.